This data is from Full USPTO retrosynthesis dataset with 1.9M reactions from patents (1976-2016). The task is: Predict the reactants needed to synthesize the given product. (1) Given the product [Cl:1][C:2]1[C:7]([F:8])=[CH:6][CH:5]=[C:4]([Cl:9])[C:3]=1[CH:10]([C:11]1[C:19]2[CH:18]=[C:17]([C:20]3[CH:21]=[N:22][N:23]([CH3:25])[CH:24]=3)[N:16]=[N:15][C:14]=2[NH:13][CH:12]=1)[CH3:32].[CH:27]([O-:26])=[O:34], predict the reactants needed to synthesize it. The reactants are: [Cl:1][C:2]1[C:7]([F:8])=[CH:6][CH:5]=[C:4]([Cl:9])[C:3]=1[CH:10]([O:26][CH3:27])[C:11]1[C:19]2[CH:18]=[C:17]([C:20]3[CH:21]=[N:22][N:23]([CH3:25])[CH:24]=3)[N:16]=[N:15][C:14]=2[NH:13][CH:12]=1.B(F)(F)F.[CH3:32]C[O:34]CC.[Zn](C)C.C1(C)C=CC=CC=1. (2) Given the product [CH3:1][C:2]([CH2:10][CH2:11][CH2:12][CH:13]([CH3:25])[CH2:14][CH2:15][CH2:16][CH:17]([CH3:24])[CH2:18][CH2:19][CH2:20][CH:21]([CH3:23])[CH3:22])=[CH:3][CH2:4][CH2:5][C:6]([O:8][CH2:9][C@@H:26]([C@H:27]([C@@H:29]([CH2:31][OH:32])[OH:30])[OH:28])[OH:35])=[O:7], predict the reactants needed to synthesize it. The reactants are: [CH3:1][C:2]([CH2:10][CH2:11][CH2:12][CH:13]([CH3:25])[CH2:14][CH2:15][CH2:16][CH:17]([CH3:24])[CH2:18][CH2:19][CH2:20][CH:21]([CH3:23])[CH3:22])=[CH:3][CH2:4][CH2:5][C:6]([O:8][CH3:9])=[O:7].[CH2:26]([OH:35])[C@@H:27]([C@H:29]([C@@H:31](CO)[OH:32])[OH:30])[OH:28].C(=O)([O-])[O-].[K+].[K+].